This data is from Catalyst prediction with 721,799 reactions and 888 catalyst types from USPTO. The task is: Predict which catalyst facilitates the given reaction. Reactant: Br.[C:2]1([N:8]2[CH2:12][C:11]3([CH2:17][CH2:16][NH:15][CH2:14][CH2:13]3)[O:10][C:9]2=[O:18])[CH:7]=[CH:6][CH:5]=[CH:4][CH:3]=1.[Br:19][C:20]1[CH:29]=[CH:28][C:23]2[NH:24][C:25](Cl)=[N:26][C:22]=2[CH:21]=1.C(N(C(C)C)CC)(C)C. Product: [Br:19][C:20]1[CH:29]=[CH:28][C:23]2[NH:24][C:25]([N:15]3[CH2:14][CH2:13][C:11]4([O:10][C:9](=[O:18])[N:8]([C:2]5[CH:3]=[CH:4][CH:5]=[CH:6][CH:7]=5)[CH2:12]4)[CH2:17][CH2:16]3)=[N:26][C:22]=2[CH:21]=1. The catalyst class is: 16.